Task: Regression. Given two drug SMILES strings and cell line genomic features, predict the synergy score measuring deviation from expected non-interaction effect.. Dataset: NCI-60 drug combinations with 297,098 pairs across 59 cell lines (1) Drug 1: C(=O)(N)NO. Cell line: IGROV1. Synergy scores: CSS=0.344, Synergy_ZIP=-0.898, Synergy_Bliss=-1.51, Synergy_Loewe=-1.57, Synergy_HSA=-1.35. Drug 2: C1CN(P(=O)(OC1)NCCCl)CCCl. (2) Drug 1: CCC1=CC2CC(C3=C(CN(C2)C1)C4=CC=CC=C4N3)(C5=C(C=C6C(=C5)C78CCN9C7C(C=CC9)(C(C(C8N6C)(C(=O)OC)O)OC(=O)C)CC)OC)C(=O)OC.C(C(C(=O)O)O)(C(=O)O)O. Drug 2: CCC(=C(C1=CC=CC=C1)C2=CC=C(C=C2)OCCN(C)C)C3=CC=CC=C3.C(C(=O)O)C(CC(=O)O)(C(=O)O)O. Cell line: NCI-H322M. Synergy scores: CSS=28.2, Synergy_ZIP=1.30, Synergy_Bliss=2.40, Synergy_Loewe=-25.4, Synergy_HSA=2.13. (3) Drug 1: C1=CC(=CC=C1CCCC(=O)O)N(CCCl)CCCl. Drug 2: C#CCC(CC1=CN=C2C(=N1)C(=NC(=N2)N)N)C3=CC=C(C=C3)C(=O)NC(CCC(=O)O)C(=O)O. Cell line: RXF 393. Synergy scores: CSS=8.67, Synergy_ZIP=-5.88, Synergy_Bliss=-6.98, Synergy_Loewe=-8.77, Synergy_HSA=-7.40. (4) Drug 1: CCN(CC)CCNC(=O)C1=C(NC(=C1C)C=C2C3=C(C=CC(=C3)F)NC2=O)C. Drug 2: C(=O)(N)NO. Cell line: LOX IMVI. Synergy scores: CSS=-9.24, Synergy_ZIP=2.75, Synergy_Bliss=0.304, Synergy_Loewe=-3.89, Synergy_HSA=-5.68. (5) Cell line: NCIH23. Drug 1: C1=C(C(=O)NC(=O)N1)F. Synergy scores: CSS=35.6, Synergy_ZIP=-0.0519, Synergy_Bliss=-0.924, Synergy_Loewe=-9.18, Synergy_HSA=0.337. Drug 2: C(CN)CNCCSP(=O)(O)O. (6) Drug 1: CN(C)C1=NC(=NC(=N1)N(C)C)N(C)C. Drug 2: CS(=O)(=O)OCCCCOS(=O)(=O)C. Cell line: SW-620. Synergy scores: CSS=6.37, Synergy_ZIP=-3.92, Synergy_Bliss=0.622, Synergy_Loewe=-3.71, Synergy_HSA=-3.27.